Dataset: Catalyst prediction with 721,799 reactions and 888 catalyst types from USPTO. Task: Predict which catalyst facilitates the given reaction. (1) Reactant: [CH2:1]([O:3][C:4]([CH:6]1[CH2:11][CH2:10][N:9]([C:12]([O:14][C:15]([CH3:18])([CH3:17])[CH3:16])=[O:13])[CH2:8][CH2:7]1)=[O:5])[CH3:2].C[Si]([N-][Si](C)(C)C)(C)C.[Na+].[Cl:29][C:30]1[CH:35]=[C:34](I)[CH:33]=[CH:32][N:31]=1.[Cl-].[NH4+]. Product: [Cl:29][C:30]1[CH:35]=[C:34]([C:6]2([C:4]([O:3][CH2:1][CH3:2])=[O:5])[CH2:11][CH2:10][N:9]([C:12]([O:14][C:15]([CH3:17])([CH3:16])[CH3:18])=[O:13])[CH2:8][CH2:7]2)[CH:33]=[CH:32][N:31]=1. The catalyst class is: 30. (2) The catalyst class is: 83. Reactant: C[O:2][C:3]([C:5]1[C:6]([F:23])=[C:7]2[C:11](=[CH:12][CH:13]=1)[NH:10][N:9]=[C:8]2[C:14]1[S:18][C:17]2[CH:19]=[CH:20][CH:21]=[CH:22][C:16]=2[CH:15]=1)=[O:4].[OH-].[Na+].Cl. Product: [S:18]1[C:14]([C:8]2[C:7]3[C:11](=[CH:12][CH:13]=[C:5]([C:3]([OH:4])=[O:2])[C:6]=3[F:23])[NH:10][N:9]=2)=[CH:15][C:16]2[CH:22]=[CH:21][CH:20]=[CH:19][C:17]1=2.